From a dataset of Reaction yield outcomes from USPTO patents with 853,638 reactions. Predict the reaction yield, written as a fraction of the theoretical maximum amount of product (1.0 means a 100% yield; for example, 0.34 means a 34% yield). (1) The reactants are [N:1]1([C:6]2[CH:11]=[CH:10][C:9](/[CH:12]=[CH:13]/[C:14]([C:20]3[CH:25]=[C:24]([Cl:26])[CH:23]=[C:22]([Cl:27])[CH:21]=3)([OH:19])[C:15]([F:18])([F:17])[F:16])=[CH:8][CH:7]=2)[CH:5]=[N:4][CH:3]=[N:2]1.[H-].[Na+].[CH3:30]I. The catalyst is C1COCC1. The product is [Cl:27][C:22]1[CH:21]=[C:20]([C:14]([O:19][CH3:30])([C:15]([F:18])([F:17])[F:16])/[CH:13]=[CH:12]/[C:9]2[CH:10]=[CH:11][C:6]([N:1]3[CH:5]=[N:4][CH:3]=[N:2]3)=[CH:7][CH:8]=2)[CH:25]=[C:24]([Cl:26])[CH:23]=1. The yield is 0.350. (2) The reactants are [Cl:1][C:2]1[C:3]([NH:18]C(=O)C(C)(C)C)=[N:4][C:5]([NH:13][C:14](=[O:17])[CH2:15]Cl)=[C:6]([CH:12]=1)[C:7]([O:9][CH2:10][CH3:11])=[O:8]. The catalyst is C(O)(C)(C)C. The product is [NH2:18][C:3]1[N:4]2[CH2:15][C:14](=[O:17])[N:13]=[C:5]2[C:6]([C:7]([O:9][CH2:10][CH3:11])=[O:8])=[CH:12][C:2]=1[Cl:1]. The yield is 0.290. (3) The reactants are [F:1][C:2]1[CH:30]=[C:29]([F:31])[CH:28]=[CH:27][C:3]=1[O:4][C:5]1[C:6]([NH:18][C:19]2[CH:26]=[CH:25][C:22]([C:23]#[N:24])=[CH:21][N:20]=2)=[N:7][CH:8]=[C:9]([S:11][C:12]2[CH:17]=[CH:16][CH:15]=[CH:14][N:13]=2)[CH:10]=1.C([Sn]([N:45]=[N+:46]=[N-:47])(CCCC)CCCC)CCC. The catalyst is C1(C)C=CC=CC=1. The product is [F:1][C:2]1[CH:30]=[C:29]([F:31])[CH:28]=[CH:27][C:3]=1[O:4][C:5]1[C:6]([NH:18][C:19]2[CH:26]=[CH:25][C:22]([C:23]3[NH:47][N:46]=[N:45][N:24]=3)=[CH:21][N:20]=2)=[N:7][CH:8]=[C:9]([S:11][C:12]2[CH:17]=[CH:16][CH:15]=[CH:14][N:13]=2)[CH:10]=1. The yield is 0.490.